Dataset: Full USPTO retrosynthesis dataset with 1.9M reactions from patents (1976-2016). Task: Predict the reactants needed to synthesize the given product. (1) Given the product [CH2:20]([N:22]1[CH2:27][CH2:26][N:25]([C:2]2[CH:10]=[CH:9][CH:8]=[C:7]3[C:3]=2[CH:4]=[CH:5][N:6]3[S:11]([C:14]2[CH:19]=[CH:18][CH:17]=[CH:16][CH:15]=2)(=[O:13])=[O:12])[CH2:24][CH2:23]1)[CH3:21], predict the reactants needed to synthesize it. The reactants are: Br[C:2]1[CH:10]=[CH:9][CH:8]=[C:7]2[C:3]=1[CH:4]=[CH:5][N:6]2[S:11]([C:14]1[CH:19]=[CH:18][CH:17]=[CH:16][CH:15]=1)(=[O:13])=[O:12].[CH2:20]([N:22]1[CH2:27][CH2:26][NH:25][CH2:24][CH2:23]1)[CH3:21]. (2) Given the product [OH:3][C:4]1[CH:30]=[CH:29][C:28]([CH:31]2[CH2:32][CH2:33][N:34]([CH3:37])[CH2:35][CH2:36]2)=[CH:27][C:5]=1[C:6]([NH:8][C:9]1[CH:18]=[C:17]([C:19]2[CH:24]=[CH:23][CH:22]=[C:21]([O:25][CH3:26])[CH:20]=2)[CH:16]=[CH:15][C:10]=1[C:11]([OH:13])=[O:12])=[O:7], predict the reactants needed to synthesize it. The reactants are: [OH-].[Na+].[OH:3][C:4]1[CH:30]=[CH:29][C:28]([CH:31]2[CH2:36][CH2:35][N:34]([CH3:37])[CH2:33][CH2:32]2)=[CH:27][C:5]=1[C:6]([NH:8][C:9]1[CH:18]=[C:17]([C:19]2[CH:24]=[CH:23][CH:22]=[C:21]([O:25][CH3:26])[CH:20]=2)[CH:16]=[CH:15][C:10]=1[C:11]([O:13]C)=[O:12])=[O:7].Cl.